From a dataset of Full USPTO retrosynthesis dataset with 1.9M reactions from patents (1976-2016). Predict the reactants needed to synthesize the given product. (1) Given the product [CH:31]1([N:36]2[CH2:41][CH2:40][N:39]([C:19]3[CH:20]=[CH:21][C:9]4[C:8](=[O:30])[C:7]5[C:6]6[C:14](=[CH:15][C:3]([C:1]#[N:2])=[CH:4][CH:5]=6)[NH:13][C:12]=5[C:11]([CH3:16])([CH3:17])[C:10]=4[CH:18]=3)[C:38](=[O:42])[CH2:37]2)[CH2:35][CH2:34][CH2:33][CH2:32]1, predict the reactants needed to synthesize it. The reactants are: [C:1]([C:3]1[CH:15]=[C:14]2[C:6]([C:7]3[C:8](=[O:30])[C:9]4[CH:21]=[CH:20][C:19](OS(C(F)(F)F)(=O)=O)=[CH:18][C:10]=4[C:11]([CH3:17])([CH3:16])[C:12]=3[NH:13]2)=[CH:5][CH:4]=1)#[N:2].[CH:31]1([N:36]2[CH2:41][CH2:40][NH:39][C:38](=[O:42])[CH2:37]2)[CH2:35][CH2:34][CH2:33][CH2:32]1. (2) The reactants are: [CH2:1]([C:4]1[C:5]([Cl:14])=[N:6][C:7]2[N:8]([N:11]=[CH:12][CH:13]=2)[C:9]=1[Cl:10])[CH:2]=[CH2:3].[OH-:15].[Na+].OO. Given the product [Cl:14][C:5]1[C:4]([CH2:1][CH2:2][CH2:3][OH:15])=[C:9]([Cl:10])[N:8]2[N:11]=[CH:12][CH:13]=[C:7]2[N:6]=1, predict the reactants needed to synthesize it. (3) Given the product [F:1][C:2]1[CH:7]=[CH:6][CH:5]=[C:4]([F:8])[C:3]=1[CH:9]1[CH2:12][CH2:11][C:10]1=[N:16][OH:15], predict the reactants needed to synthesize it. The reactants are: [F:1][C:2]1[CH:7]=[CH:6][CH:5]=[C:4]([F:8])[C:3]=1[CH:9]1[CH2:12][CH2:11][C:10]1=O.Cl.[OH:15][NH2:16].C([O-])([O-])=O.[K+].[K+]. (4) Given the product [CH3:8][O:7][C:5](=[O:6])[C:4]1[CH:3]=[C:2]([O:1][C:19]2[CH:20]=[CH:21][C:22]([S:24]([C:27]([F:30])([F:29])[F:28])(=[O:26])=[O:25])=[CH:23][C:18]=2[N+:15]([O-:17])=[O:16])[CH:11]=[C:10]([O:12][C:19]2[CH:20]=[CH:21][C:22]([S:24]([C:27]([F:29])([F:30])[F:28])(=[O:26])=[O:25])=[CH:23][C:18]=2[N+:15]([O-:17])=[O:16])[CH:9]=1, predict the reactants needed to synthesize it. The reactants are: [OH:1][C:2]1[CH:3]=[C:4]([CH:9]=[C:10]([OH:12])[CH:11]=1)[C:5]([O:7][CH3:8])=[O:6].[H-].[Na+].[N+:15]([C:18]1[CH:23]=[C:22]([S:24]([C:27]([F:30])([F:29])[F:28])(=[O:26])=[O:25])[CH:21]=[CH:20][C:19]=1Cl)([O-:17])=[O:16]. (5) Given the product [Cl:1][C:2]1[CH:3]=[CH:4][CH:5]=[C:6]2[C:10]=1[C:9](=[O:11])[N:8]([C:12]1[CH:34]=[CH:33][CH:32]=[C:14]([C:15]([N:17]3[CH2:44][CH2:43][N:42]([CH2:41][CH:35]4[CH2:40][CH2:39][CH2:38][CH2:37][CH2:36]4)[CH2:47][CH2:46]3)=[O:16])[CH:13]=1)[CH2:7]2, predict the reactants needed to synthesize it. The reactants are: [Cl:1][C:2]1[CH:3]=[CH:4][CH:5]=[C:6]2[C:10]=1[C:9](=[O:11])[N:8]([C:12]1[CH:13]=[C:14]([CH:32]=[CH:33][CH:34]=1)[C:15]([NH:17]CCC1CCN(C3C=CN=CC=3)CC1)=[O:16])[CH2:7]2.[CH:35]1([CH2:41][N:42]2[CH2:47][CH2:46]N[CH2:44][CH2:43]2)[CH2:40][CH2:39][CH2:38][CH2:37][CH2:36]1.ClC1C=CC=C2C=1C(=O)N(C1C=C(C=CC=1)C(O)=O)C2. (6) Given the product [Cl:1][C:2]1[CH:3]=[CH:4][C:5]2[N:11]3[CH:12]=[CH:13][CH:14]=[C:10]3[C@@H:9]([CH2:15][CH2:16][C:17]([N:49]3[CH2:48][CH2:47][CH2:46][N:45]([CH2:51][C:52]([O:54][CH2:55][CH3:56])=[O:53])[C:44](=[O:43])[CH2:50]3)=[O:18])[O:8][C@H:7]([C:20]3[CH:25]=[CH:24][CH:23]=[C:22]([O:26][CH3:27])[C:21]=3[O:28][CH3:29])[C:6]=2[CH:30]=1, predict the reactants needed to synthesize it. The reactants are: [Cl:1][C:2]1[CH:3]=[CH:4][C:5]2[N:11]3[CH:12]=[CH:13][CH:14]=[C:10]3[C@@H:9]([CH2:15][CH2:16][C:17](O)=[O:18])[O:8][C@H:7]([C:20]3[CH:25]=[CH:24][CH:23]=[C:22]([O:26][CH3:27])[C:21]=3[O:28][CH3:29])[C:6]=2[CH:30]=1.C(N=C=NCCCN(C)C)C.Cl.[O:43]=[C:44]1[CH2:50][NH:49][CH2:48][CH2:47][CH2:46][N:45]1[CH2:51][C:52]([O:54][CH2:55][CH3:56])=[O:53].O.ON1C2C=CC=CC=2N=N1. (7) Given the product [Cl:11][CH2:12][C:13]1[N:8]=[C:6]([C:5]2[CH:9]=[CH:10][C:2]([Cl:1])=[CH:3][CH:4]=2)[O:7][CH:15]=1, predict the reactants needed to synthesize it. The reactants are: [Cl:1][C:2]1[CH:10]=[CH:9][C:5]([C:6]([NH2:8])=[O:7])=[CH:4][CH:3]=1.[Cl:11][CH2:12][C:13]([CH2:15]Cl)=O.S(=O)(=O)(O)O. (8) Given the product [Cl:1][C:2]1[CH:3]=[CH:4][C:5]([NH:11][CH2:12][C:31]2[O:30][C:29]([CH3:28])=[CH:33][CH:32]=2)=[C:6]([CH:10]=1)[C:7]([OH:9])=[O:8], predict the reactants needed to synthesize it. The reactants are: [Cl:1][C:2]1[CH:3]=[CH:4][C:5](N)([NH:11][CH3:12])[CH:6]([CH:10]=1)[C:7]([O-:9])=[O:8].C(NC1C=CC(C(O)=O)=C(N[CH2:28][C:29]2[O:30][CH:31]=[CH:32][CH:33]=2)C=1)(=O)C.CC1OC(C=O)=CC=1. (9) Given the product [CH3:22][C:20]1([CH3:23])[O:19][C@H:18]2[O:24][C@H:15]([C@@H:13]([OH:14])[CH2:12][O:11][CH3:25])[CH2:16][C@H:17]2[O:21]1, predict the reactants needed to synthesize it. The reactants are: CC1C=CC(S([O:11][CH2:12][C@H:13]([C@H:15]2[O:24][C@@H:18]3[O:19][C:20]([CH3:23])([CH3:22])[O:21][C@@H:17]3[CH2:16]2)[OH:14])(=O)=O)=CC=1.[C:25]([O-])([O-])=O.[K+].[K+]. (10) Given the product [CH:1]1([C:4]2[N:9]=[C:8]([C:10]3[NH:12][O:13][C:20](=[O:21])[N:11]=3)[CH:7]=[C:6]([C:14]3[CH:19]=[CH:18][CH:17]=[CH:16][CH:15]=3)[N:5]=2)[CH2:2][CH2:3]1, predict the reactants needed to synthesize it. The reactants are: [CH:1]1([C:4]2[N:9]=[C:8]([C:10](=[N:12][OH:13])[NH2:11])[CH:7]=[C:6]([C:14]3[CH:19]=[CH:18][CH:17]=[CH:16][CH:15]=3)[N:5]=2)[CH2:3][CH2:2]1.[C:20](N1C=CN=C1)(N1C=CN=C1)=[O:21].N12CCCN=C1CCCCC2.Cl.